From a dataset of Forward reaction prediction with 1.9M reactions from USPTO patents (1976-2016). Predict the product of the given reaction. (1) Given the reactants [CH2:1]([C@@H:3]1[C@@H:7]([OH:8])[CH2:6][N:5]([C:9]([O:11][CH2:12][C:13]2[CH:18]=[CH:17][CH:16]=[CH:15][CH:14]=2)=[O:10])[CH2:4]1)[CH3:2].[CH3:19][C:20]1[CH:25]=[CH:24][C:23]([S:26](Cl)(=[O:28])=[O:27])=[CH:22][CH:21]=1.C(N(CC)CC)C, predict the reaction product. The product is: [CH2:1]([C@@H:3]1[C@@H:7]([O:8][S:26]([C:23]2[CH:24]=[CH:25][C:20]([CH3:19])=[CH:21][CH:22]=2)(=[O:28])=[O:27])[CH2:6][N:5]([C:9]([O:11][CH2:12][C:13]2[CH:18]=[CH:17][CH:16]=[CH:15][CH:14]=2)=[O:10])[CH2:4]1)[CH3:2]. (2) Given the reactants [CH3:1][C@H:2]1[N:7]([C:8]([O:10][CH2:11][C:12]2[CH:17]=[CH:16][CH:15]=[CH:14][CH:13]=2)=[O:9])[CH2:6][C@@H:5]([C:18]([O:20]C)=[O:19])[CH2:4][CH2:3]1.O[Li].O.Cl, predict the reaction product. The product is: [CH3:1][C@H:2]1[N:7]([C:8]([O:10][CH2:11][C:12]2[CH:17]=[CH:16][CH:15]=[CH:14][CH:13]=2)=[O:9])[CH2:6][C@@H:5]([C:18]([OH:20])=[O:19])[CH2:4][CH2:3]1. (3) The product is: [NH2:13][C:12]1[CH:14]=[CH:15][C:9]([C:6](=[O:8])[CH3:7])=[CH:10][C:11]=1[I:16]. Given the reactants C([O-])([O-])=O.[Ca+2].[C:6]([C:9]1[CH:15]=[CH:14][C:12]([NH2:13])=[CH:11][CH:10]=1)(=[O:8])[CH3:7].[I:16]Cl, predict the reaction product.